Dataset: Full USPTO retrosynthesis dataset with 1.9M reactions from patents (1976-2016). Task: Predict the reactants needed to synthesize the given product. (1) Given the product [Br:12][C:7]1[CH:6]=[CH:5][C:4]([O:8][CH2:9][CH3:10])=[C:3]([F:11])[C:2]=1[Cl:1], predict the reactants needed to synthesize it. The reactants are: [Cl:1][C:2]1[CH:7]=[CH:6][CH:5]=[C:4]([O:8][CH2:9][CH3:10])[C:3]=1[F:11].[Br:12]Br. (2) Given the product [CH2:24]([C:5]1[CH:6]=[CH:7][CH:8]=[C:9]([N+:10]([O-:12])=[O:11])[C:4]=1[C:18]#[N:19])[CH3:25], predict the reactants needed to synthesize it. The reactants are: C(N[C:4]1[C:9]([N+:10]([O-:12])=[O:11])=[CH:8][CH:7]=[CH:6][CH:5]=1)C.Cl.N([O-])=O.[Na+].[C:18]([Cu])#[N:19].[C-]#N.[K+].[CH3:24][CH2:25]O. (3) The reactants are: C([O-])(=O)C.[NH4+:5].[CH:6]1([CH2:9][O:10][C:11]2[C:12]([O:23][CH3:24])=[CH:13][CH:14]=[C:15]3[C:20]=2[NH:19][C:18](=[O:21])[CH:17]=[C:16]3O)[CH2:8][CH2:7]1.C(O)(=O)C. Given the product [NH2:5][C:16]1[C:15]2[C:20](=[C:11]([O:10][CH2:9][CH:6]3[CH2:8][CH2:7]3)[C:12]([O:23][CH3:24])=[CH:13][CH:14]=2)[NH:19][C:18](=[O:21])[CH:17]=1, predict the reactants needed to synthesize it. (4) Given the product [CH3:25][O:24][C:7]1[CH:6]=[CH:5][C:4]2[N:3]=[C:2]([NH:34][C:31]3[CH:32]=[CH:33][C:28]([N:27]([CH3:36])[CH3:26])=[C:29]([CH3:35])[CH:30]=3)[C:11]3=[N:12][NH:13][CH:14]=[C:10]3[C:9]=2[CH:8]=1, predict the reactants needed to synthesize it. The reactants are: Cl[C:2]1[C:11]2=[N:12][N:13](CC3C=CC(OC)=CC=3)[CH:14]=[C:10]2[C:9]2[CH:8]=[C:7]([O:24][CH3:25])[CH:6]=[CH:5][C:4]=2[N:3]=1.[CH3:26][N:27]([CH3:36])[C:28]1[CH:33]=[CH:32][C:31]([NH2:34])=[CH:30][C:29]=1[CH3:35].Cl. (5) Given the product [CH3:1][C:2]1[N:3]=[C:4]([C:16]2[CH:17]=[CH:18][C:19]([C:22]([F:25])([F:23])[F:24])=[CH:20][CH:21]=2)[O:5][C:6]=1[CH:7]([OH:15])[CH2:8][C:9]1[CH:10]=[CH:11][CH:12]=[CH:13][CH:14]=1, predict the reactants needed to synthesize it. The reactants are: [CH3:1][C:2]1[N:3]=[C:4]([C:16]2[CH:21]=[CH:20][C:19]([C:22]([F:25])([F:24])[F:23])=[CH:18][CH:17]=2)[O:5][C:6]=1[C:7](=[O:15])[CH2:8][C:9]1[CH:14]=[CH:13][CH:12]=[CH:11][CH:10]=1.[Li+].[BH4-].[NH4+].[Cl-].C(OCC)(=O)C. (6) Given the product [F:21][C:22]1[CH:30]=[CH:29][C:25]([C:26]([N:4]2[CH2:3][CH:2]([CH3:1])[C:15]3[C:14]4[CH:13]=[CH:12][CH:11]=[CH:10][C:9]=4[NH:8][C:7]=3[C:6]([C:16]([O:18][CH2:19][CH3:20])=[O:17])=[CH:5]2)=[O:27])=[CH:24][CH:23]=1, predict the reactants needed to synthesize it. The reactants are: [CH3:1][CH:2]1[C:15]2[C:14]3[CH:13]=[CH:12][CH:11]=[CH:10][C:9]=3[NH:8][C:7]=2[C:6]([C:16]([O:18][CH2:19][CH3:20])=[O:17])=[CH:5][NH:4][CH2:3]1.[F:21][C:22]1[CH:30]=[CH:29][C:25]([C:26](Cl)=[O:27])=[CH:24][CH:23]=1. (7) Given the product [CH:33]1([C@@H:39]([NH:41][C:1]([C:4]2[C:13]3[C:8](=[CH:9][CH:10]=[CH:11][CH:12]=3)[N:7]=[C:6]([C:14]3[CH:19]=[CH:18][CH:17]=[CH:16][CH:15]=3)[C:5]=2[CH3:20])=[O:2])[CH3:40])[CH2:38][CH2:37][CH2:36][CH2:35][CH2:34]1, predict the reactants needed to synthesize it. The reactants are: [C:1]([C:4]1[C:13]2[C:8](=[CH:9][CH:10]=[CH:11][CH:12]=2)[N:7]=[C:6]([C:14]2[CH:19]=[CH:18][CH:17]=[CH:16][CH:15]=2)[C:5]=1[CH3:20])(O)=[O:2].C(Cl)(=O)C(Cl)=O.C([O-])([O-])=O.[K+].[K+].[CH:33]1([C@@H:39]([NH2:41])[CH3:40])[CH2:38][CH2:37][CH2:36][CH2:35][CH2:34]1.